From a dataset of Reaction yield outcomes from USPTO patents with 853,638 reactions. Predict the reaction yield, written as a fraction of the theoretical maximum amount of product (1.0 means a 100% yield; for example, 0.34 means a 34% yield). (1) The reactants are B1(C)OC(C2C=CC=CC=2)(C2C=CC=CC=2)[C@@H]2N1CCC2.[CH3:22][O:23][C:24]1([O:31][CH3:32])[CH2:29][CH2:28][O:27][CH2:26][C:25]1=[O:30]. The catalyst is C1COCC1. The product is [CH3:22][O:23][C:24]1([O:31][CH3:32])[CH2:29][CH2:28][O:27][CH2:26][C@@H:25]1[OH:30]. The yield is 0.830. (2) The reactants are Cl[C:2]1[CH:3]=[C:4]([NH:10][C:11]2[CH:16]=[CH:15][C:14]([CH2:17][N:18]([CH:20]([CH3:22])[CH3:21])[CH3:19])=[CH:13][N:12]=2)[C:5](=[O:9])[N:6]([CH3:8])[N:7]=1.[C:23]([O:26][CH2:27][C:28]1[C:33](B2OC(C)(C)C(C)(C)O2)=[CH:32][CH:31]=[CH:30][C:29]=1[N:43]1[CH2:55][CH2:54][N:46]2[C:47]3[CH2:48][CH2:49][CH2:50][CH2:51][C:52]=3[CH:53]=[C:45]2[C:44]1=[O:56])(=[O:25])[CH3:24].C([O-])([O-])=O.[Na+].[Na+]. No catalyst specified. The product is [C:23]([O:26][CH2:27][C:28]1[C:29]([N:43]2[CH2:55][CH2:54][N:46]3[C:47]4[CH2:48][CH2:49][CH2:50][CH2:51][C:52]=4[CH:53]=[C:45]3[C:44]2=[O:56])=[CH:30][CH:31]=[CH:32][C:33]=1[C:2]1[CH:3]=[C:4]([NH:10][C:11]2[CH:16]=[CH:15][C:14]([CH2:17][N:18]([CH:20]([CH3:22])[CH3:21])[CH3:19])=[CH:13][N:12]=2)[C:5](=[O:9])[N:6]([CH3:8])[N:7]=1)(=[O:25])[CH3:24]. The yield is 0.610. (3) The reactants are [C:1](#[N:7])[CH:2]([CH2:4][C:5]#N)O.[C:8]([CH2:10][C:11]([NH2:13])=[S:12])#[N:9].[CH:14](=[O:20])[C:15]1OC=C[CH:16]=1.[CH3:21][N:22](C=O)C. The catalyst is C(O)C.C(N(CC)CC)C. The product is [NH2:13][C:11]1[S:12][C:21]([NH2:22])=[C:2]([C:1]#[N:7])[CH:4]([C:5]2[O:20][CH:14]=[CH:15][CH:16]=2)[C:10]=1[C:8]#[N:9]. The yield is 0.710. (4) The reactants are CO[C:3](=[O:25])[C:4]1[CH:9]=[CH:8][C:7]([O:10][CH2:11][C:12]2[C:13]([C:18]3[CH:23]=[CH:22][CH:21]=[C:20]([F:24])[CH:19]=3)=[N:14][O:15][C:16]=2[CH3:17])=[N:6][CH:5]=1.[NH:26]1[CH2:31][CH2:30][O:29][CH2:28][CH2:27]1. No catalyst specified. The product is [F:24][C:20]1[CH:19]=[C:18]([C:13]2[C:12]([CH2:11][O:10][C:7]3[N:6]=[CH:5][C:4]([C:3]([N:26]4[CH2:31][CH2:30][O:29][CH2:28][CH2:27]4)=[O:25])=[CH:9][CH:8]=3)=[C:16]([CH3:17])[O:15][N:14]=2)[CH:23]=[CH:22][CH:21]=1. The yield is 0.500. (5) The reactants are [Cl:1][C:2]1[C:3]([NH:23][C:24]2[CH:32]=[CH:31][CH:30]=[CH:29][C:25]=2[C:26]([OH:28])=O)=[CH:4][C:5]([NH:8][C:9]2[CH:14]=[CH:13][C:12]([N:15]3[CH2:20][CH2:19][O:18][CH2:17][CH2:16]3)=[CH:11][C:10]=2[O:21][CH3:22])=[N:6][CH:7]=1.Cl.CN(C)CCCN=C=NCC.OC1C2N=NNC=2C=CC=1.Cl.[O:56]([NH2:58])[CH3:57].CCN(C(C)C)C(C)C. The catalyst is CN(C)C=O. The product is [Cl:1][C:2]1[C:3]([NH:23][C:24]2[CH:32]=[CH:31][CH:30]=[CH:29][C:25]=2[C:26]([NH:58][O:56][CH3:57])=[O:28])=[CH:4][C:5]([NH:8][C:9]2[CH:14]=[CH:13][C:12]([N:15]3[CH2:16][CH2:17][O:18][CH2:19][CH2:20]3)=[CH:11][C:10]=2[O:21][CH3:22])=[N:6][CH:7]=1. The yield is 0.240. (6) The reactants are [Br:1][C@H:2]([CH:6]([CH3:8])[CH3:7])[C:3]([OH:5])=[O:4].[CH:9]1([NH:15][CH:16]2[CH2:21][CH2:20][CH2:19][CH2:18][CH2:17]2)[CH2:14][CH2:13][CH2:12][CH2:11][CH2:10]1. The catalyst is C1(C)C=CC=CC=1. The product is [CH:16]1([NH:15][CH:9]2[CH2:10][CH2:11][CH2:12][CH2:13][CH2:14]2)[CH2:17][CH2:18][CH2:19][CH2:20][CH2:21]1.[Br:1][C@H:2]([CH:6]([CH3:8])[CH3:7])[C:3]([OH:5])=[O:4]. The yield is 0.810.